From a dataset of Forward reaction prediction with 1.9M reactions from USPTO patents (1976-2016). Predict the product of the given reaction. (1) Given the reactants [CH2:1]([C@@H:8]([NH:12]C(=O)OC(C)(C)C)[CH:9]([OH:11])[CH3:10])[C:2]1[CH:7]=[CH:6][CH:5]=[CH:4][CH:3]=1.C(=O)([O-])[O-].[K+].[K+], predict the reaction product. The product is: [NH2:12][C@H:8]([CH2:1][C:2]1[CH:7]=[CH:6][CH:5]=[CH:4][CH:3]=1)[CH:9]([OH:11])[CH3:10]. (2) Given the reactants Cl[C:2]1[C:3]2[O:10][C:9]3[CH:11]=[CH:12][C:13]([Cl:15])=[CH:14][C:8]=3[C:4]=2[N:5]=[CH:6][N:7]=1.[C@@H:16]12[CH2:22][C@@H:19]([NH:20][CH2:21]1)[CH2:18][N:17]2[C:23]([O:25][C:26]([CH3:29])([CH3:28])[CH3:27])=[O:24], predict the reaction product. The product is: [Cl:15][C:13]1[CH:12]=[CH:11][C:9]2[O:10][C:3]3[C:2]([N:20]4[CH2:21][C@H:16]5[CH2:22][C@@H:19]4[CH2:18][N:17]5[C:23]([O:25][C:26]([CH3:29])([CH3:28])[CH3:27])=[O:24])=[N:7][CH:6]=[N:5][C:4]=3[C:8]=2[CH:14]=1.